Task: Regression. Given a peptide amino acid sequence and an MHC pseudo amino acid sequence, predict their binding affinity value. This is MHC class I binding data.. Dataset: Peptide-MHC class I binding affinity with 185,985 pairs from IEDB/IMGT (1) The peptide sequence is GAKIGCINV. The MHC is HLA-A30:01 with pseudo-sequence HLA-A30:01. The binding affinity (normalized) is 0.796. (2) The peptide sequence is ACMDGFEVV. The MHC is HLA-A01:01 with pseudo-sequence HLA-A01:01. The binding affinity (normalized) is 0.0847. (3) The peptide sequence is FWSAIFFTT. The MHC is HLA-A30:02 with pseudo-sequence HLA-A30:02. The binding affinity (normalized) is 0.568. (4) The peptide sequence is KPTESACSSL. The binding affinity (normalized) is 0.624. The MHC is HLA-B07:02 with pseudo-sequence HLA-B07:02. (5) The peptide sequence is PLPCQLMYA. The MHC is HLA-A68:02 with pseudo-sequence HLA-A68:02. The binding affinity (normalized) is 0.374.